From a dataset of Catalyst prediction with 721,799 reactions and 888 catalyst types from USPTO. Predict which catalyst facilitates the given reaction. (1) Reactant: NCC(O)CO.CC(OC(OC(OC(C)(C)C)=O)=O)(C)C.[OH-].[Na+].Cl.[C:25]([NH:32][CH2:33][CH:34]([OH:37])CO)([O:27][C:28]([CH3:31])([CH3:30])[CH3:29])=[O:26].I([O-])(=O)(=O)=O.[K+]. Product: [C:25]([NH:32][CH2:33][CH:34]=[O:37])([O:27][C:28]([CH3:29])([CH3:30])[CH3:31])=[O:26]. The catalyst class is: 69. (2) Reactant: [CH3:1][O:2][C:3]1[CH:24]=[CH:23][C:6]2[N:7]([CH2:20][O:21][CH3:22])[C:8]([CH2:10][N:11]([CH3:19])[C:12](=[O:18])[O:13][C:14]([CH3:17])([CH3:16])[CH3:15])=[N:9][C:5]=2[CH:4]=1.COC1C=CC2N=C(CN(C)C(=O)OC(C)(C)C)N(COC)C=2C=1.ClCCl.[Br:52]N1C(=O)CCC1=O. Product: [Br:52][C:24]1[C:3]([O:2][CH3:1])=[CH:4][C:5]2[N:9]=[C:8]([CH2:10][N:11]([CH3:19])[C:12](=[O:18])[O:13][C:14]([CH3:17])([CH3:15])[CH3:16])[N:7]([CH2:20][O:21][CH3:22])[C:6]=2[CH:23]=1. The catalyst class is: 25.